Dataset: NCI-60 drug combinations with 297,098 pairs across 59 cell lines. Task: Regression. Given two drug SMILES strings and cell line genomic features, predict the synergy score measuring deviation from expected non-interaction effect. Drug 1: COC1=C(C=C2C(=C1)N=CN=C2NC3=CC(=C(C=C3)F)Cl)OCCCN4CCOCC4. Drug 2: C#CCC(CC1=CN=C2C(=N1)C(=NC(=N2)N)N)C3=CC=C(C=C3)C(=O)NC(CCC(=O)O)C(=O)O. Cell line: SK-MEL-28. Synergy scores: CSS=15.9, Synergy_ZIP=-5.27, Synergy_Bliss=-1.46, Synergy_Loewe=-0.643, Synergy_HSA=-1.20.